This data is from Full USPTO retrosynthesis dataset with 1.9M reactions from patents (1976-2016). The task is: Predict the reactants needed to synthesize the given product. (1) Given the product [CH:1]1([CH:4]([C:10]2[CH:15]=[CH:14][CH:13]=[C:12]([O:16][CH2:17][C:18]3[CH:23]=[CH:22][C:21]([C:24]4[CH:29]=[C:28]([O:30][CH3:31])[CH:27]=[CH:26][C:25]=4[F:32])=[C:20]([O:33][CH2:34][CH:35]([CH3:37])[CH3:36])[N:19]=3)[CH:11]=2)[CH2:5][C:6]([OH:8])=[O:7])[CH2:2][CH2:3]1, predict the reactants needed to synthesize it. The reactants are: [CH:1]1([CH:4]([C:10]2[CH:15]=[CH:14][CH:13]=[C:12]([O:16][CH2:17][C:18]3[CH:23]=[CH:22][C:21]([C:24]4[CH:29]=[C:28]([O:30][CH3:31])[CH:27]=[CH:26][C:25]=4[F:32])=[C:20]([O:33][CH2:34][CH:35]([CH3:37])[CH3:36])[N:19]=3)[CH:11]=2)[CH2:5][C:6]([O:8]C)=[O:7])[CH2:3][CH2:2]1.[OH-].[Na+].Cl. (2) Given the product [O:1]1[C:5]2[C:6]3[C:7](=[CH:13][CH2:14][NH:15][C:23](=[O:26])[CH2:24][CH3:25])[CH2:8][CH2:9][C:10]=3[CH:11]=[CH:12][C:4]=2[N:3]=[CH:2]1, predict the reactants needed to synthesize it. The reactants are: [O:1]1[C:5]2[C:6]3[C:7](=[CH:13][CH2:14][NH2:15])[CH2:8][CH2:9][C:10]=3[CH:11]=[CH:12][C:4]=2[N:3]=[CH:2]1.C(N(CC)CC)C.[C:23](O[C:23](=[O:26])[CH2:24][CH3:25])(=[O:26])[CH2:24][CH3:25].C(=O)([O-])O.[Na+]. (3) Given the product [N:6]1[CH:7]=[CH:8][CH:9]=[C:4]([C:3]2[CH:12]=[C:11]([C:13]3[CH:20]=[CH:19][C:16]([C:17]#[N:18])=[CH:15][CH:14]=3)[O:1][N:2]=2)[CH:5]=1, predict the reactants needed to synthesize it. The reactants are: [OH:1][N:2]=[C:3](Cl)[C:4]1[CH:9]=[CH:8][CH:7]=[N:6][CH:5]=1.[C:11]([C:13]1[CH:20]=[CH:19][C:16]([C:17]#[N:18])=[CH:15][CH:14]=1)#[CH:12].N. (4) Given the product [CH2:14]([O:21][C:22]1[C:23]([CH:32]2[CH2:36][CH2:35][CH2:34][CH2:33]2)=[CH:24][C:25]([CH:2]([C:3]([O:5][CH2:6][CH3:7])=[O:4])[C:1]([O:9][CH2:10][CH3:11])=[O:8])=[C:26]([N+:28]([O-:30])=[O:29])[CH:27]=1)[C:15]1[CH:16]=[CH:17][CH:18]=[CH:19][CH:20]=1, predict the reactants needed to synthesize it. The reactants are: [C:1]([O:9][CH2:10][CH3:11])(=[O:8])[CH2:2][C:3]([O:5][CH2:6][CH3:7])=[O:4].[H-].[Na+].[CH2:14]([O:21][C:22]1[CH:27]=[C:26]([N+:28]([O-:30])=[O:29])[C:25](Br)=[CH:24][C:23]=1[CH:32]1[CH2:36][CH2:35][CH2:34][CH2:33]1)[C:15]1[CH:20]=[CH:19][CH:18]=[CH:17][CH:16]=1. (5) The reactants are: [NH:1]([C:5]1[CH:10]=[CH:9][C:8]([O:11][CH3:12])=[CH:7][CH:6]=1)[C:2]([CH3:4])=[O:3].[Br:13]Br.OS([O-])=O.[Na+]. Given the product [Br:13][C:9]1[CH:10]=[C:5]([NH:1][C:2]([CH3:4])=[O:3])[CH:6]=[CH:7][C:8]=1[O:11][CH3:12], predict the reactants needed to synthesize it. (6) Given the product [Br:29][C:30]1[CH:37]=[CH:36][C:33]([CH2:34][O:35][CH2:2][C:3]2[N:4]([C:20]3[CH:25]=[CH:24][C:23]([N+:26]([O-:28])=[O:27])=[CH:22][CH:21]=3)[CH:5]=[C:6]([C:8]3[C:9]([C:14]4[CH:19]=[CH:18][CH:17]=[CH:16][CH:15]=4)=[N:10][O:11][C:12]=3[CH3:13])[N:7]=2)=[CH:32][CH:31]=1, predict the reactants needed to synthesize it. The reactants are: Cl[CH2:2][C:3]1[N:4]([C:20]2[CH:25]=[CH:24][C:23]([N+:26]([O-:28])=[O:27])=[CH:22][CH:21]=2)[CH:5]=[C:6]([C:8]2[C:9]([C:14]3[CH:19]=[CH:18][CH:17]=[CH:16][CH:15]=3)=[N:10][O:11][C:12]=2[CH3:13])[N:7]=1.[Br:29][C:30]1[CH:37]=[CH:36][C:33]([CH2:34][OH:35])=[CH:32][CH:31]=1.